Dataset: Forward reaction prediction with 1.9M reactions from USPTO patents (1976-2016). Task: Predict the product of the given reaction. (1) Given the reactants [Na].[C:2]1([CH3:9])[C:7]([OH:8])=[CH:6][CH:5]=[CH:4][CH:3]=1.[C:10](=[O:12])=[O:11], predict the reaction product. The product is: [CH3:9][C:2]1[C:7]([OH:8])=[C:6]([CH:5]=[CH:4][CH:3]=1)[C:10]([OH:12])=[O:11]. (2) Given the reactants C([O:4][C@H:5]1[C@H:11]([O:12]C(=O)C)[C@@H:10]([O:16]C(=O)C)[C@:9]2([C:21]3[CH:26]=[CH:25][C:24]([Cl:27])=[C:23]([CH2:28][C:29]4[CH:34]=[CH:33][C:32]([O:35][CH2:36][C:37](=[N:39][O:40][CH3:41])[CH3:38])=[CH:31][CH:30]=4)[CH:22]=3)[O:20][C@@:6]1([CH2:42][O:43]C(=O)C)[CH2:7][O:8]2)(=O)C.O.[OH-].[Li+], predict the reaction product. The product is: [CH3:41][O:40][N:39]=[C:37]([CH3:38])[CH2:36][O:35][C:32]1[CH:31]=[CH:30][C:29]([CH2:28][C:23]2[CH:22]=[C:21]([C@@:9]34[O:20][C@@:6]([CH2:42][OH:43])([CH2:7][O:8]3)[C@@H:5]([OH:4])[C@H:11]([OH:12])[C@H:10]4[OH:16])[CH:26]=[CH:25][C:24]=2[Cl:27])=[CH:34][CH:33]=1. (3) Given the reactants Cl.[Cl:2][C:3]1[CH:11]=[N:10][CH:9]=[CH:8][C:4]=1[C:5](Cl)=[O:6].[CH3:12][NH2:13], predict the reaction product. The product is: [Cl:2][C:3]1[CH:11]=[N:10][CH:9]=[CH:8][C:4]=1[C:5]([NH:13][CH3:12])=[O:6].